Dataset: Full USPTO retrosynthesis dataset with 1.9M reactions from patents (1976-2016). Task: Predict the reactants needed to synthesize the given product. (1) Given the product [F:1][C:2]([F:13])([F:12])[C:3]1[CH:8]=[CH:7][CH:6]=[CH:5][C:4]=1[C:20]1[CH2:25][CH2:24][NH:23][CH:22]([C:26]([O:28][C:29]([CH3:32])([CH3:31])[CH3:30])=[O:27])[CH:21]=1, predict the reactants needed to synthesize it. The reactants are: [F:1][C:2]([F:13])([F:12])[C:3]1[CH:8]=[CH:7][CH:6]=[CH:5][C:4]=1B(O)O.FC(F)(F)S(O[C:20]1[CH2:25][CH2:24][NH:23][CH:22]([C:26]([O:28][C:29]([CH3:32])([CH3:31])[CH3:30])=[O:27])[CH:21]=1)(=O)=O.C(OC(N1CCC(=O)CC1)=O)(C)(C)C.[Li+].CC([N-]C(C)C)C.C1C=CC(N(S(C(F)(F)F)(=O)=O)S(C(F)(F)F)(=O)=O)=CC=1.[Li+].[Cl-].C([O-])([O-])=O.[Na+].[Na+]. (2) Given the product [OH:49][C:47]([CH3:50])([CH3:48])[CH2:46][N:43]1[CH:44]=[CH:45][C:41]([NH:40][C:29]([N:9]2[CH2:10][CH:11]([CH2:23][C:24]([CH3:25])([CH3:27])[CH3:26])[C:12]([C:15]3[CH:20]=[CH:19][C:18]([Cl:21])=[CH:17][C:16]=3[F:22])([C:13]#[N:14])[CH:8]2[C:4]2[CH:5]=[CH:6][CH:7]=[C:2]([Cl:1])[C:3]=2[F:28])=[O:30])=[N:42]1, predict the reactants needed to synthesize it. The reactants are: [Cl:1][C:2]1[C:3]([F:28])=[C:4]([CH:8]2[C:12]([C:15]3[CH:20]=[CH:19][C:18]([Cl:21])=[CH:17][C:16]=3[F:22])([C:13]#[N:14])[CH:11]([CH2:23][C:24]([CH3:27])([CH3:26])[CH3:25])[CH2:10][NH:9]2)[CH:5]=[CH:6][CH:7]=1.[C:29](Cl)(Cl)=[O:30].C(N(CC)CC)C.[NH2:40][C:41]1[CH:45]=[CH:44][N:43]([CH2:46][C:47]([CH3:50])([OH:49])[CH3:48])[N:42]=1. (3) Given the product [CH2:1]([C@H:8]([CH2:13][C:14]([O:16][C:17]([CH3:20])([CH3:19])[CH3:18])=[O:15])[C:9]([OH:11])=[O:10])[C:2]1[CH:7]=[CH:6][CH:5]=[CH:4][CH:3]=1, predict the reactants needed to synthesize it. The reactants are: [CH2:1]([C@H:8]([CH2:13][C:14]([O:16][C:17]([CH3:20])([CH3:19])[CH3:18])=[O:15])[C:9]([O:11]C)=[O:10])[C:2]1[CH:7]=[CH:6][CH:5]=[CH:4][CH:3]=1.[OH-].[Li+].C1CCCCC1.CCOC(C)=O.Cl. (4) Given the product [CH3:1][O:2][C:3]1[CH:8]=[CH:7][CH:6]=[CH:5][C:4]=1[C:9]1[N:10]=[CH:11][N:12]([CH3:16])[C:13]=1[CH:14]=[O:15], predict the reactants needed to synthesize it. The reactants are: [CH3:1][O:2][C:3]1[CH:8]=[CH:7][CH:6]=[CH:5][C:4]=1[C:9]1[N:10]=[CH:11][N:12]([CH3:16])[C:13]=1[CH2:14][OH:15]. (5) The reactants are: [NH2:1][C:2]1[C:10]([F:11])=[CH:9][CH:8]=[CH:7][C:3]=1[C:4]([NH2:6])=[O:5].[CH3:12][N:13]([CH3:23])[CH:14]1[CH2:19][CH2:18][CH:17]([C:20](Cl)=O)[CH2:16][CH2:15]1. Given the product [F:11][C:10]1[CH:9]=[CH:8][CH:7]=[C:3]2[C:2]=1[N:1]=[C:20]([CH:17]1[CH2:18][CH2:19][CH:14]([N:13]([CH3:23])[CH3:12])[CH2:15][CH2:16]1)[NH:6][C:4]2=[O:5], predict the reactants needed to synthesize it.